The task is: Predict the product of the given reaction.. This data is from Forward reaction prediction with 1.9M reactions from USPTO patents (1976-2016). (1) Given the reactants [F:1][C:2]1[CH:3]=[C:4]([N:9]2[CH2:14][CH2:13][O:12][CH2:11][CH2:10]2)[CH:5]=[C:6]([F:8])[CH:7]=1.CN(CCN(C)C)C.[Li]CCCC.CN([CH:31]=[O:32])C, predict the reaction product. The product is: [F:1][C:2]1[CH:3]=[C:4]([N:9]2[CH2:14][CH2:13][O:12][CH2:11][CH2:10]2)[CH:5]=[C:6]([F:8])[C:7]=1[CH:31]=[O:32]. (2) Given the reactants C(O[C:6]([N:8]1[CH2:13][CH:12]=[C:11]([C:14]2[CH:19]=[C:18]([Cl:20])[CH:17]=[CH:16][C:15]=2[O:21][CH3:22])[CH2:10][CH2:9]1)=O)(C)(C)C.BrC[C:25]1[N:29]([CH3:30])[N:28]([C:31]2[CH:36]=[CH:35][CH:34]=[CH:33][CH:32]=2)[C:27](=[O:37])[C:26]=1[O:38][CH3:39].C(=O)([O-])[O-].[K+].[K+], predict the reaction product. The product is: [Cl:20][C:18]1[CH:17]=[CH:16][C:15]([O:21][CH3:22])=[C:14]([C:11]2[CH2:10][CH2:9][N:8]([CH2:6][C:25]3[N:29]([CH3:30])[N:28]([C:31]4[CH:36]=[CH:35][CH:34]=[CH:33][CH:32]=4)[C:27](=[O:37])[C:26]=3[O:38][CH3:39])[CH2:13][CH:12]=2)[CH:19]=1. (3) Given the reactants C[O:2][C:3]([C:5]1[CH:22]=[CH:21][CH:20]=[CH:19][C:6]=1[C:7]([NH:9][C:10]1[S:11][C:12]([C:15]([O:17]C)=[O:16])=[CH:13][N:14]=1)=[O:8])=[O:4].CO.[OH-].[K+].Cl, predict the reaction product. The product is: [C:3]([C:5]1[CH:22]=[CH:21][CH:20]=[CH:19][C:6]=1[C:7]([NH:9][C:10]1[S:11][C:12]([C:15]([OH:17])=[O:16])=[CH:13][N:14]=1)=[O:8])([OH:4])=[O:2]. (4) Given the reactants [F:1][C:2]1[CH:3]=[C:4]([C:8]2[N:9]=[C:10]([NH2:21])[C:11]([NH2:20])=[N:12][C:13]=2[C:14]2[CH:19]=[CH:18][N:17]=[CH:16][CH:15]=2)[CH:5]=[CH:6][CH:7]=1.[C:22](N1C=CN=C1)(N1C=CN=C1)=[O:23], predict the reaction product. The product is: [F:1][C:2]1[CH:3]=[C:4]([C:8]2[N:9]=[C:10]3[NH:21][C:22](=[O:23])[NH:20][C:11]3=[N:12][C:13]=2[C:14]2[CH:19]=[CH:18][N:17]=[CH:16][CH:15]=2)[CH:5]=[CH:6][CH:7]=1. (5) Given the reactants Cl.[CH:2]1([CH2:6][O:7][NH:8][C:9]([C:11]2[C:12]([NH:26][C:27]3[CH:32]=[CH:31][C:30]([Br:33])=[CH:29][C:28]=3[F:34])=[CH:13][C:14](=[O:25])[N:15]3[C:19]=2[CH:18]2[O:20]C(C)(C)[O:22][CH:17]2[CH2:16]3)=[O:10])[CH2:5][CH2:4][CH2:3]1, predict the reaction product. The product is: [CH:2]1([CH2:6][O:7][NH:8][C:9]([C:11]2[C:12]([NH:26][C:27]3[CH:32]=[CH:31][C:30]([Br:33])=[CH:29][C:28]=3[F:34])=[CH:13][C:14](=[O:25])[N:15]3[C:19]=2[CH:18]([OH:20])[CH:17]([OH:22])[CH2:16]3)=[O:10])[CH2:5][CH2:4][CH2:3]1.